This data is from Full USPTO retrosynthesis dataset with 1.9M reactions from patents (1976-2016). The task is: Predict the reactants needed to synthesize the given product. (1) The reactants are: [CH:1]([N:4]1[C:8]([C:9]2[S:10][C:11]3[CH2:12][CH2:13][O:14][C:15]4[CH:22]=[C:21]([CH2:23][NH2:24])[CH:20]=[CH:19][C:16]=4[C:17]=3[N:18]=2)=[N:7][C:6]([CH3:25])=[N:5]1)([CH3:3])[CH3:2].[O-:26][C:27]#[N:28].[K+]. Given the product [CH:1]([N:4]1[C:8]([C:9]2[S:10][C:11]3[CH2:12][CH2:13][O:14][C:15]4[CH:22]=[C:21]([CH2:23][NH:24][C:27]([NH2:28])=[O:26])[CH:20]=[CH:19][C:16]=4[C:17]=3[N:18]=2)=[N:7][C:6]([CH3:25])=[N:5]1)([CH3:3])[CH3:2], predict the reactants needed to synthesize it. (2) The reactants are: [Br:1][C:2]1[CH:3]=[C:4]([CH2:23]O)[CH:5]=[C:6]([CH2:9][CH2:10][CH2:11][O:12][Si:13]([CH:20]([CH3:22])[CH3:21])([CH:17]([CH3:19])[CH3:18])[CH:14]([CH3:16])[CH3:15])[C:7]=1[CH3:8].C(Br)(Br)(Br)[Br:26].C1(P(C2C=CC=CC=2)C2C=CC=CC=2)C=CC=CC=1. Given the product [Br:1][C:2]1[C:7]([CH3:8])=[C:6]([CH2:9][CH2:10][CH2:11][O:12][Si:13]([CH:20]([CH3:22])[CH3:21])([CH:17]([CH3:19])[CH3:18])[CH:14]([CH3:16])[CH3:15])[CH:5]=[C:4]([CH2:23][Br:26])[CH:3]=1, predict the reactants needed to synthesize it. (3) Given the product [CH2:43]([N:50]1[CH2:57][C@H:56]2[C@H:52]([CH2:53][C:54]([F:59])([F:58])[CH2:55]2)[C@H:51]1[CH2:60][N:36]1[C:32](=[O:42])[C:33]2[C:34](=[CH:38][CH:39]=[CH:40][CH:41]=2)[C:35]1=[O:37])[C:44]1[CH:45]=[CH:46][CH:47]=[CH:48][CH:49]=1, predict the reactants needed to synthesize it. The reactants are: C1(P(C2C=CC=CC=2)C2C=CC=CC=2)C=CC=CC=1.CCOC(/N=N/C(OCC)=O)=O.[C:32]1(=[O:42])[NH:36][C:35](=[O:37])[C:34]2=[CH:38][CH:39]=[CH:40][CH:41]=[C:33]12.[CH2:43]([N:50]1[CH2:57][CH:56]2[CH:52]([CH2:53][C:54]([F:59])([F:58])[CH2:55]2)[CH:51]1[CH2:60]O)[C:44]1[CH:49]=[CH:48][CH:47]=[CH:46][CH:45]=1. (4) Given the product [Cl:18][C:15]1[CH:16]=[CH:17][C:12]([C:8]2([C:6]3[N:5]=[C:4]([CH3:19])[N:3]=[C:2]([NH:34][C:24]4[CH:25]=[CH:26][C:27]([N:28]5[CH:32]=[C:31]([CH3:33])[N:30]=[CH:29]5)=[C:22]([O:21][CH3:20])[CH:23]=4)[CH:7]=3)[CH2:11][CH2:10][CH2:9]2)=[CH:13][CH:14]=1, predict the reactants needed to synthesize it. The reactants are: Cl[C:2]1[CH:7]=[C:6]([C:8]2([C:12]3[CH:17]=[CH:16][C:15]([Cl:18])=[CH:14][CH:13]=3)[CH2:11][CH2:10][CH2:9]2)[N:5]=[C:4]([CH3:19])[N:3]=1.[CH3:20][O:21][C:22]1[CH:23]=[C:24]([NH2:34])[CH:25]=[CH:26][C:27]=1[N:28]1[CH:32]=[C:31]([CH3:33])[N:30]=[CH:29]1.